Task: Predict the reaction yield, written as a fraction of the theoretical maximum amount of product (1.0 means a 100% yield; for example, 0.34 means a 34% yield).. Dataset: Reaction yield outcomes from USPTO patents with 853,638 reactions The reactants are [CH:1]([Mg]Br)=[CH2:2].CN(CCN(C)C)C.[Si:13]([O:20][C@H:21]([CH2:30][O:31][Si:32]([C:35]([CH3:38])([CH3:37])[CH3:36])([CH3:34])[CH3:33])/[CH:22]=[N:23]\[S@:24]([C:26]([CH3:29])([CH3:28])[CH3:27])=[O:25])([C:16]([CH3:19])([CH3:18])[CH3:17])([CH3:15])[CH3:14]. The catalyst is C1COCC1. The product is [Si:32]([O:31][CH2:30][C@@H:21]([O:20][Si:13]([C:16]([CH3:19])([CH3:17])[CH3:18])([CH3:15])[CH3:14])[C@H:22]([NH:23][S@:24]([C:26]([CH3:27])([CH3:28])[CH3:29])=[O:25])[CH:1]=[CH2:2])([C:35]([CH3:38])([CH3:37])[CH3:36])([CH3:33])[CH3:34]. The yield is 0.540.